From a dataset of NCI-60 drug combinations with 297,098 pairs across 59 cell lines. Regression. Given two drug SMILES strings and cell line genomic features, predict the synergy score measuring deviation from expected non-interaction effect. (1) Drug 1: CC(C1=C(C=CC(=C1Cl)F)Cl)OC2=C(N=CC(=C2)C3=CN(N=C3)C4CCNCC4)N. Drug 2: C(=O)(N)NO. Cell line: NCI-H522. Synergy scores: CSS=4.79, Synergy_ZIP=-2.44, Synergy_Bliss=-1.73, Synergy_Loewe=-3.66, Synergy_HSA=-1.78. (2) Drug 1: C1CCN(CC1)CCOC2=CC=C(C=C2)C(=O)C3=C(SC4=C3C=CC(=C4)O)C5=CC=C(C=C5)O. Drug 2: CCC(=C(C1=CC=CC=C1)C2=CC=C(C=C2)OCCN(C)C)C3=CC=CC=C3.C(C(=O)O)C(CC(=O)O)(C(=O)O)O. Cell line: CAKI-1. Synergy scores: CSS=10.6, Synergy_ZIP=-3.74, Synergy_Bliss=-4.19, Synergy_Loewe=-4.24, Synergy_HSA=-3.46. (3) Drug 1: C1CCN(CC1)CCOC2=CC=C(C=C2)C(=O)C3=C(SC4=C3C=CC(=C4)O)C5=CC=C(C=C5)O. Cell line: SF-295. Drug 2: CC1=CC2C(CCC3(C2CCC3(C(=O)C)OC(=O)C)C)C4(C1=CC(=O)CC4)C. Synergy scores: CSS=-0.674, Synergy_ZIP=0.108, Synergy_Bliss=-1.12, Synergy_Loewe=-2.36, Synergy_HSA=-2.03. (4) Drug 1: CC1=C(C(=CC=C1)Cl)NC(=O)C2=CN=C(S2)NC3=CC(=NC(=N3)C)N4CCN(CC4)CCO. Drug 2: C1=CN(C=N1)CC(O)(P(=O)(O)O)P(=O)(O)O. Cell line: SK-MEL-28. Synergy scores: CSS=6.53, Synergy_ZIP=-2.21, Synergy_Bliss=1.58, Synergy_Loewe=-2.19, Synergy_HSA=0.600. (5) Drug 1: C1=CC(=CC=C1C#N)C(C2=CC=C(C=C2)C#N)N3C=NC=N3. Drug 2: CC(C)CN1C=NC2=C1C3=CC=CC=C3N=C2N. Cell line: SK-MEL-2. Synergy scores: CSS=13.4, Synergy_ZIP=-0.328, Synergy_Bliss=-8.10, Synergy_Loewe=-4.71, Synergy_HSA=-10.9. (6) Drug 1: CN1C(=O)N2C=NC(=C2N=N1)C(=O)N. Drug 2: C(CN)CNCCSP(=O)(O)O. Cell line: ACHN. Synergy scores: CSS=-0.120, Synergy_ZIP=0.936, Synergy_Bliss=0.00394, Synergy_Loewe=-0.167, Synergy_HSA=-0.871. (7) Synergy scores: CSS=43.4, Synergy_ZIP=-5.74, Synergy_Bliss=-2.41, Synergy_Loewe=1.26, Synergy_HSA=1.57. Drug 1: CCN(CC)CCNC(=O)C1=C(NC(=C1C)C=C2C3=C(C=CC(=C3)F)NC2=O)C. Drug 2: N.N.Cl[Pt+2]Cl. Cell line: HCT-15.